Task: Predict the reaction yield, written as a fraction of the theoretical maximum amount of product (1.0 means a 100% yield; for example, 0.34 means a 34% yield).. Dataset: Reaction yield outcomes from USPTO patents with 853,638 reactions (1) The reactants are [NH:1]1[C:9]2[C:4](=[CH:5][C:6]([C:10]([N:12]3[CH2:18][C:17]4([CH3:20])[CH2:19][CH:13]3[CH2:14][C:15]([CH3:22])([CH3:21])[CH2:16]4)=[O:11])=[CH:7][CH:8]=2)[CH:3]=[CH:2]1.[H-].[Na+].Br[CH:26]([CH3:32])[C:27]([O:29][CH2:30][CH3:31])=[O:28]. The catalyst is CN(C=O)C. The product is [CH2:30]([O:29][C:27](=[O:28])[CH2:26][CH2:32][N:1]1[C:9]2[C:4](=[CH:5][C:6]([C:10]([N:12]3[CH2:18][C:17]4([CH3:20])[CH2:19][CH:13]3[CH2:14][C:15]([CH3:22])([CH3:21])[CH2:16]4)=[O:11])=[CH:7][CH:8]=2)[CH:3]=[CH:2]1)[CH3:31]. The yield is 0.370. (2) The reactants are [O:1]1[CH2:5][CH2:4][CH:3]([CH2:6][OH:7])[CH2:2]1.C(N(CC)CC)C.[C:15]1([CH3:25])[CH:20]=[CH:19][C:18]([S:21](Cl)(=[O:23])=[O:22])=[CH:17][CH:16]=1. The catalyst is ClCCl. The product is [CH3:25][C:15]1[CH:20]=[CH:19][C:18]([S:21]([O:7][CH2:6][CH:3]2[CH2:4][CH2:5][O:1][CH2:2]2)(=[O:23])=[O:22])=[CH:17][CH:16]=1. The yield is 0.970. (3) The reactants are [F:1][C:2]1[CH:3]=[N:4][C:5]([NH:8][C:9]2[C:10](C)=[N:11][CH:12]=[CH:13][C:14]=2N)=[N:6][CH:7]=1.[CH3:17][C:18](O)=O.[N:21](OC(C)(C)C)=O. The catalyst is C1COCC1. The product is [F:1][C:2]1[CH:7]=[N:6][C:5]([N:8]2[C:9]3[CH:14]=[CH:13][N:21]=[C:18]([CH3:17])[C:10]=3[N:11]=[CH:12]2)=[N:4][CH:3]=1. The yield is 0.770. (4) The product is [C:1]([O:5][C:6]([NH:8][CH2:9][C:10]1[CH:11]=[CH:12][C:13]([N:16]2[C:22]3[CH:23]=[CH:24][CH:25]=[CH:26][C:21]=3[N:20]([CH2:27][C:28]([O:30][CH3:31])=[O:29])[C:19](=[O:32])[CH:18]([CH2:37][C:38]([O:40][CH2:41][C:42]3[CH:47]=[CH:46][CH:45]=[CH:44][CH:43]=3)=[O:39])[C:17]2=[O:33])=[CH:14][CH:15]=1)=[O:7])([CH3:4])([CH3:2])[CH3:3]. The catalyst is CN(C)C=O. The yield is 0.460. The reactants are [C:1]([O:5][C:6]([NH:8][CH2:9][C:10]1[CH:15]=[CH:14][C:13]([N:16]2[C:22]3[CH:23]=[CH:24][CH:25]=[CH:26][C:21]=3[N:20]([CH2:27][C:28]([O:30][CH3:31])=[O:29])[C:19](=[O:32])[CH2:18][C:17]2=[O:33])=[CH:12][CH:11]=1)=[O:7])([CH3:4])([CH3:3])[CH3:2].[H-].[Na+].Br[CH2:37][C:38]([O:40][CH2:41][C:42]1[CH:47]=[CH:46][CH:45]=[CH:44][CH:43]=1)=[O:39].